This data is from Full USPTO retrosynthesis dataset with 1.9M reactions from patents (1976-2016). The task is: Predict the reactants needed to synthesize the given product. Given the product [C@@H:11]1([N:34]2[C:38]3=[CH:39][N:40]=[N:41][C:42](=[O:43])[C:37]3=[N:36][CH2:35]2)[O:12][C@H:13]([CH2:24][OH:25])[C@@H:14]([OH:15])[C@H:10]1[OH:9], predict the reactants needed to synthesize it. The reactants are: C([O:9][C@@H:10]1[C@H:14]([O:15]C(=O)C2C=CC=CC=2)[C@@H:13]([CH2:24][O:25]C(=O)C2C=CC=CC=2)[O:12][C@H:11]1[N:34]1[C:38]2=[CH:39][N:40]=[N:41][C:42](=[O:43])[C:37]2=[N:36][CH2:35]1)(=O)C1C=CC=CC=1.C[O-].[Na+].